This data is from Forward reaction prediction with 1.9M reactions from USPTO patents (1976-2016). The task is: Predict the product of the given reaction. (1) Given the reactants [C:1]([O:5][C:6]([N:8]1[CH2:13][CH2:12][CH:11]([C:14](=O)[NH:15][CH3:16])[CH2:10][CH2:9]1)=[O:7])([CH3:4])([CH3:3])[CH3:2].C1(C)C=CC=CC=1.COCCO[AlH2-]OCCOC.[Na+], predict the reaction product. The product is: [C:1]([O:5][C:6]([N:8]1[CH2:13][CH2:12][CH:11]([CH2:14][NH:15][CH3:16])[CH2:10][CH2:9]1)=[O:7])([CH3:4])([CH3:3])[CH3:2]. (2) Given the reactants Cl.[CH:2]1([CH2:5][O:6][C:7]2[CH:12]=[CH:11][C:10]([O:13][CH3:14])=[CH:9][C:8]=2[C:15]2[C:16]3[NH:23][C:22]([CH3:24])=[C:21]([C:25]([NH:27][C@@H:28]4[CH2:32][CH2:31][NH:30][CH2:29]4)=[O:26])[C:17]=3[N:18]=[CH:19][N:20]=2)[CH2:4][CH2:3]1.C([O:36][C@@H:37]([CH3:41])[C:38](Cl)=[O:39])(=O)C, predict the reaction product. The product is: [CH:2]1([CH2:5][O:6][C:7]2[CH:12]=[CH:11][C:10]([O:13][CH3:14])=[CH:9][C:8]=2[C:15]2[C:16]3[NH:23][C:22]([CH3:24])=[C:21]([C:25]([NH:27][C@@H:28]4[CH2:32][CH2:31][N:30]([C:38](=[O:39])[C@@H:37]([OH:36])[CH3:41])[CH2:29]4)=[O:26])[C:17]=3[N:18]=[CH:19][N:20]=2)[CH2:4][CH2:3]1. (3) Given the reactants [Cl:1][C:2]1[CH:3]=[CH:4][C:5]([O:32][C:33]2[CH:38]=[C:37]([F:39])[C:36]([S:40](=[O:59])(=[O:58])[N:41](CC3C=CC(OC)=CC=3OC)[C:42]3[S:46][N:45]=[CH:44][N:43]=3)=[CH:35][C:34]=2[F:60])=[C:6]([C:8]2[CH:9]=[CH:10][C:11]3[O:15][N:14]=[C:13]([N:16](C(OC(C)(C)C)=O)C(OC(C)(C)C)=O)[C:12]=3[CH:31]=2)[CH:7]=1.FC(F)(F)C(O)=O, predict the reaction product. The product is: [NH2:16][C:13]1[C:12]2[CH:31]=[C:8]([C:6]3[CH:7]=[C:2]([Cl:1])[CH:3]=[CH:4][C:5]=3[O:32][C:33]3[C:34]([F:60])=[CH:35][C:36]([S:40]([NH:41][C:42]4[S:46][N:45]=[CH:44][N:43]=4)(=[O:58])=[O:59])=[C:37]([F:39])[CH:38]=3)[CH:9]=[CH:10][C:11]=2[O:15][N:14]=1. (4) Given the reactants Cl.[CH2:2]([O:4][C:5]1[CH:10]=[CH:9][N:8]=[C:7]([NH:11][C:12]2[C:13]3[CH2:19][NH:18][C:17]([CH3:21])([CH3:20])[C:14]=3[NH:15][N:16]=2)[N:6]=1)[CH3:3].C(N(C(C)C)CC)(C)C.[Cl:31][C:32](Cl)([O:34]C(=O)OC(Cl)(Cl)Cl)Cl, predict the reaction product. The product is: [CH2:2]([O:4][C:5]1[CH:10]=[CH:9][N:8]=[C:7]([NH:11][C:12]2[C:13]3[CH2:19][N:18]([C:32]([Cl:31])=[O:34])[C:17]([CH3:20])([CH3:21])[C:14]=3[NH:15][N:16]=2)[N:6]=1)[CH3:3]. (5) Given the reactants [CH3:1][C:2]([CH3:25])([CH3:24])[C:3]#[C:4][C:5]1[S:9][C:8]([C:10]([OH:12])=[O:11])=[C:7]([N:13]([C:15]([CH:17]2[CH2:22][CH2:21][CH:20]([CH3:23])[CH2:19][CH2:18]2)=[O:16])[NH2:14])[CH:6]=1.[N:26]1[CH:31]=[CH:30][CH:29]=[C:28]([O:32][CH2:33][CH:34]=O)[CH:27]=1.C(#N)C.FC(F)(F)C(O)=O, predict the reaction product. The product is: [CH3:1][C:2]([CH3:24])([CH3:25])[C:3]#[C:4][C:5]1[S:9][C:8]([C:10]([OH:12])=[O:11])=[C:7]([N:13]([C:15]([CH:17]2[CH2:18][CH2:19][CH:20]([CH3:23])[CH2:21][CH2:22]2)=[O:16])[NH:14][CH2:34][CH2:33][O:32][C:28]2[CH:27]=[N:26][CH:31]=[CH:30][CH:29]=2)[CH:6]=1. (6) The product is: [CH3:17][C:14]1[N:15]=[CH:16][C:11]([C:9]2[N:8]([C:18]3[CH:19]=[N:20][CH:21]=[CH:22][CH:23]=3)[N:7]=[C:6]([C:4]([OH:5])=[O:3])[CH:10]=2)=[N:12][CH:13]=1. Given the reactants C([O:3][C:4]([C:6]1[CH:10]=[C:9]([C:11]2[CH:16]=[N:15][C:14]([CH3:17])=[CH:13][N:12]=2)[N:8]([C:18]2[CH:19]=[N:20][CH:21]=[CH:22][CH:23]=2)[N:7]=1)=[O:5])C.[OH-].[Na+], predict the reaction product. (7) Given the reactants [Cl:1][C:2]1[N:3]=[N:4][C:5]([NH:8][NH2:9])=[CH:6][CH:7]=1.[N:10]1[C:19]2[C:14](=[CH:15][C:16]([CH2:20][C:21](O)=[O:22])=[CH:17][CH:18]=2)[CH:13]=[CH:12][CH:11]=1.C1CCC(N=C=NC2CCCCC2)CC1.C1(NC(=O)NC2CCCCC2)CCCCC1, predict the reaction product. The product is: [Cl:1][C:2]1[N:3]=[N:4][C:5]([NH:8][NH:9][C:21](=[O:22])[CH2:20][C:16]2[CH:15]=[C:14]3[C:19](=[CH:18][CH:17]=2)[N:10]=[CH:11][CH:12]=[CH:13]3)=[CH:6][CH:7]=1. (8) Given the reactants [F:1][C:2]1[CH:9]=[CH:8][CH:7]=[CH:6][C:3]=1[CH2:4][NH2:5].[CH2:10]1[CH2:16][S:13](=[O:15])(=[O:14])[O:12][CH2:11]1, predict the reaction product. The product is: [F:1][C:2]1[CH:9]=[CH:8][CH:7]=[CH:6][C:3]=1[CH2:4][NH:5][CH2:11][CH2:10][CH2:16][S:13]([OH:15])(=[O:14])=[O:12]. (9) The product is: [CH3:1][S:2]([C:3]1[N:8]=[C:7]([C:9]2[N:13]3[CH:14]=[CH:15][CH:16]=[C:17]([C:18]([OH:21])([CH3:19])[CH3:20])[C:12]3=[N:11][CH:10]=2)[CH:6]=[CH:5][N:4]=1)=[O:30]. Given the reactants [CH3:1][S:2][C:3]1[N:8]=[C:7]([C:9]2[N:13]3[CH:14]=[CH:15][CH:16]=[C:17]([C:18]([OH:21])([CH3:20])[CH3:19])[C:12]3=[N:11][CH:10]=2)[CH:6]=[CH:5][N:4]=1.C1C=C(Cl)C=C(C(OO)=[O:30])C=1, predict the reaction product.